From a dataset of NCI-60 drug combinations with 297,098 pairs across 59 cell lines. Regression. Given two drug SMILES strings and cell line genomic features, predict the synergy score measuring deviation from expected non-interaction effect. (1) Drug 1: C1=CC(=CC=C1CCC2=CNC3=C2C(=O)NC(=N3)N)C(=O)NC(CCC(=O)O)C(=O)O. Drug 2: C(=O)(N)NO. Cell line: KM12. Synergy scores: CSS=-9.00, Synergy_ZIP=-7.54, Synergy_Bliss=-22.1, Synergy_Loewe=-24.2, Synergy_HSA=-22.0. (2) Drug 1: CC=C1C(=O)NC(C(=O)OC2CC(=O)NC(C(=O)NC(CSSCCC=C2)C(=O)N1)C(C)C)C(C)C. Drug 2: CS(=O)(=O)CCNCC1=CC=C(O1)C2=CC3=C(C=C2)N=CN=C3NC4=CC(=C(C=C4)OCC5=CC(=CC=C5)F)Cl. Cell line: A498. Synergy scores: CSS=53.6, Synergy_ZIP=-4.91, Synergy_Bliss=1.25, Synergy_Loewe=-28.6, Synergy_HSA=4.40. (3) Drug 1: C1CCN(CC1)CCOC2=CC=C(C=C2)C(=O)C3=C(SC4=C3C=CC(=C4)O)C5=CC=C(C=C5)O. Cell line: SK-MEL-5. Drug 2: CCN(CC)CCCC(C)NC1=C2C=C(C=CC2=NC3=C1C=CC(=C3)Cl)OC. Synergy scores: CSS=-6.71, Synergy_ZIP=7.76, Synergy_Bliss=9.07, Synergy_Loewe=1.44, Synergy_HSA=0.753. (4) Drug 1: C1=NC2=C(N1)C(=S)N=C(N2)N. Drug 2: N.N.Cl[Pt+2]Cl. Cell line: OVCAR-5. Synergy scores: CSS=20.8, Synergy_ZIP=-8.10, Synergy_Bliss=-11.1, Synergy_Loewe=-26.2, Synergy_HSA=-11.7. (5) Drug 1: CC12CCC3C(C1CCC2=O)CC(=C)C4=CC(=O)C=CC34C. Drug 2: N.N.Cl[Pt+2]Cl. Cell line: K-562. Synergy scores: CSS=38.3, Synergy_ZIP=-0.339, Synergy_Bliss=-3.33, Synergy_Loewe=-9.36, Synergy_HSA=-3.73. (6) Synergy scores: CSS=48.9, Synergy_ZIP=-8.20, Synergy_Bliss=-11.8, Synergy_Loewe=13.5, Synergy_HSA=-4.38. Drug 1: C1=CC(=CC=C1CCC2=CNC3=C2C(=O)NC(=N3)N)C(=O)NC(CCC(=O)O)C(=O)O. Drug 2: CC1C(C(CC(O1)OC2CC(CC3=C2C(=C4C(=C3O)C(=O)C5=CC=CC=C5C4=O)O)(C(=O)C)O)N)O. Cell line: LOX IMVI.